From a dataset of Full USPTO retrosynthesis dataset with 1.9M reactions from patents (1976-2016). Predict the reactants needed to synthesize the given product. Given the product [C:26]([O:30][C:31](=[O:36])[NH:32][CH2:33][CH2:34][S:35][C:12]1[CH:13]=[C:14]([C:15]2[NH:16][CH:17]=[C:18]([CH3:21])[C:19]=2[CH3:20])[C:5]2[C:6](=[O:11])[NH:7][C:8]3[C:4]=2[C:3]=1[C:2]([F:1])=[CH:10][CH:9]=3)([CH3:29])([CH3:27])[CH3:28], predict the reactants needed to synthesize it. The reactants are: [F:1][C:2]1[C:3]([C:12](I)=[CH:13][C:14](=O)[C:15]2[NH:16][CH:17]=[C:18]([CH3:21])[C:19]=2[CH3:20])=[C:4]2[C:8](=[CH:9][CH:10]=1)[NH:7][C:6](=[O:11])[CH2:5]2.[H-].[Na+].[C:26]([O:30][C:31](=[O:36])[NH:32][CH2:33][CH2:34][SH:35])([CH3:29])([CH3:28])[CH3:27].